Predict which catalyst facilitates the given reaction. From a dataset of Catalyst prediction with 721,799 reactions and 888 catalyst types from USPTO. (1) Reactant: [C:1]([Si:5]([C:47]1[CH:52]=[CH:51][CH:50]=[CH:49][CH:48]=1)([C:41]1[CH:46]=[CH:45][CH:44]=[CH:43][CH:42]=1)[O:6][CH:7]1[CH:11]([CH2:12][O:13][C:14]([C:27]2[CH:32]=[CH:31][CH:30]=[CH:29][CH:28]=2)([C:21]2[CH:26]=[CH:25][CH:24]=[CH:23][CH:22]=2)[C:15]2[CH:20]=[CH:19][CH:18]=[CH:17][CH:16]=2)[C:10](OS(C(F)(F)F)(=O)=O)=[CH:9][CH2:8]1)([CH3:4])([CH3:3])[CH3:2].[CH3:53][Si:54]([Mg]Cl)([CH3:56])[CH3:55].[CH2:59](OCC)C. Product: [C:1]([Si:5]([C:47]1[CH:52]=[CH:51][CH:50]=[CH:49][CH:48]=1)([C:41]1[CH:46]=[CH:45][CH:44]=[CH:43][CH:42]=1)[O:6][C:7]1([CH2:53][Si:54]([CH3:56])([CH3:59])[CH3:55])[CH2:8][CH2:9][CH:10]=[C:11]1[CH2:12][O:13][C:14]([C:21]1[CH:26]=[CH:25][CH:24]=[CH:23][CH:22]=1)([C:27]1[CH:28]=[CH:29][CH:30]=[CH:31][CH:32]=1)[C:15]1[CH:20]=[CH:19][CH:18]=[CH:17][CH:16]=1)([CH3:4])([CH3:2])[CH3:3]. The catalyst class is: 73. (2) Product: [Br:1][C:2]1[CH:7]=[CH:6][C:5]([NH2:8])=[C:4]([CH3:12])[C:3]=1[C:13]([F:14])([F:15])[F:16]. Reactant: [Br:1][C:2]1[CH:7]=[CH:6][C:5]([NH:8]C(=O)C)=[C:4]([CH3:12])[C:3]=1[C:13]([F:16])([F:15])[F:14].C(O)C.Cl.C(=O)([O-])[O-].[K+].[K+]. The catalyst class is: 69. (3) Reactant: [C:1]([Mg]Cl)([CH3:4])([CH3:3])[CH3:2].[Br:7][C:8]1[CH:9]=[C:10]([CH:13]=[CH:14][CH:15]=1)[CH:11]=[O:12].C(=O)([O-])[O-].[Na+].[Na+]. Product: [Br:7][C:8]1[CH:9]=[C:10]([CH:11]([OH:12])[C:1]([CH3:4])([CH3:3])[CH3:2])[CH:13]=[CH:14][CH:15]=1. The catalyst class is: 7. (4) Reactant: [SH:1][C:2]1[CH:7]=[CH:6][N:5]=[CH:4][CH:3]=1.C(N(CC)C(C)C)(C)C.CS(O[CH2:22][C:23]1[O:24][C:25]([C:36]2[CH:41]=[CH:40][C:39]([O:42][CH2:43][C:44]3[CH:49]=[CH:48][CH:47]=[CH:46][CH:45]=3)=[CH:38][CH:37]=2)=[C:26]([C:28]2[CH:29]=[N:30][C:31]([O:34][CH3:35])=[CH:32][CH:33]=2)[N:27]=1)(=O)=O.O. Product: [CH2:43]([O:42][C:39]1[CH:38]=[CH:37][C:36]([C:25]2[O:24][C:23]([CH2:22][S:1][C:2]3[CH:7]=[CH:6][N:5]=[CH:4][CH:3]=3)=[N:27][C:26]=2[C:28]2[CH:33]=[CH:32][C:31]([O:34][CH3:35])=[N:30][CH:29]=2)=[CH:41][CH:40]=1)[C:44]1[CH:49]=[CH:48][CH:47]=[CH:46][CH:45]=1. The catalyst class is: 42. (5) Reactant: [CH3:1][O:2][C:3]1[CH:4]=[C:5]([CH:8]=[CH:9][C:10]=1[O:11][CH3:12])[CH:6]=[O:7].[Br:13]Br. Product: [Br:13][C:8]1[CH:9]=[C:10]([O:11][CH3:12])[C:3]([O:2][CH3:1])=[CH:4][C:5]=1[CH:6]=[O:7]. The catalyst class is: 5. (6) Reactant: [NH2:1][C:2]1[CH:31]=[CH:30][C:5]2[N:6]=[C:7]([C:12]3[C:13](=[O:29])[N:14]([CH2:24][CH2:25][CH:26]([CH3:28])[CH3:27])[N:15]=[C:16]([C:19]4[S:20][CH:21]=[CH:22][CH:23]=4)[C:17]=3[OH:18])[NH:8][S:9](=[O:11])(=[O:10])[C:4]=2[CH:3]=1.C(N(CC)C(C)C)(C)C.N1C=CC=CC=1.Cl[C:48]([O:50][CH3:51])=[O:49]. Product: [CH3:51][O:50][C:48](=[O:49])[NH:1][C:2]1[CH:31]=[CH:30][C:5]2[N:6]=[C:7]([C:12]3[C:13](=[O:29])[N:14]([CH2:24][CH2:25][CH:26]([CH3:28])[CH3:27])[N:15]=[C:16]([C:19]4[S:20][CH:21]=[CH:22][CH:23]=4)[C:17]=3[OH:18])[NH:8][S:9](=[O:10])(=[O:11])[C:4]=2[CH:3]=1. The catalyst class is: 10. (7) Reactant: [CH2:1]([O:3][C:4]1[CH:9]=[C:8]([CH2:10][C:11]2[CH:16]=[CH:15][CH:14]=[CH:13][N:12]=2)[CH:7]=[CH:6][C:5]=1[CH2:17][CH2:18][CH2:19][OH:20])[CH3:2].[CH2:21]([N:23]1[CH:27]=[C:26]([CH2:28][C:29]([O:31]C)=[O:30])[C:25](O)=[N:24]1)[CH3:22].C(P(CCCC)CCCC)CCC.N(C(N1CCCCC1)=O)=NC(N1CCCCC1)=O.O1CCCC1CO.[OH-].[Na+].Cl. Product: [CH2:1]([O:3][C:4]1[CH:9]=[C:8]([CH2:10][C:11]2[CH:16]=[CH:15][CH:14]=[CH:13][N:12]=2)[CH:7]=[CH:6][C:5]=1[CH2:17][CH2:18][CH2:19][O:20][C:25]1[C:26]([CH2:28][C:29]([OH:31])=[O:30])=[CH:27][N:23]([CH2:21][CH3:22])[N:24]=1)[CH3:2]. The catalyst class is: 7. (8) Reactant: [CH3:1][C@H:2]1[CH2:7][O:6][CH2:5][CH2:4][N:3]1[CH2:8][C@H:9]1[CH2:14][N:13](C(OC(C)(C)C)=O)[CH2:12][CH2:11][N:10]1C(OC(C)(C)C)=O.[ClH:29]. Product: [ClH:29].[ClH:29].[ClH:29].[CH3:1][C@H:2]1[CH2:7][O:6][CH2:5][CH2:4][N:3]1[CH2:8][C@H:9]1[CH2:14][NH:13][CH2:12][CH2:11][NH:10]1. The catalyst class is: 25.